Dataset: Catalyst prediction with 721,799 reactions and 888 catalyst types from USPTO. Task: Predict which catalyst facilitates the given reaction. (1) Reactant: [Cl:1][C:2]1[CH:10]=[CH:9][CH:8]=[C:7]2[C:3]=1[C:4]([C:11]([NH:13][CH2:14][CH:15]1[CH2:20][CH2:19][C:18]([F:22])([F:21])[CH2:17][CH2:16]1)=[O:12])=[CH:5][NH:6]2.O[CH2:24][C@@H:25]1[CH2:28][CH2:27][N:26]1[C:29]([O:31][C:32]([CH3:35])([CH3:34])[CH3:33])=[O:30]. Product: [C:32]([O:31][C:29]([N:26]1[CH2:27][CH2:28][C@H:25]1[CH2:24][N:6]1[C:7]2[C:3](=[C:2]([Cl:1])[CH:10]=[CH:9][CH:8]=2)[C:4]([C:11](=[O:12])[NH:13][CH2:14][CH:15]2[CH2:20][CH2:19][C:18]([F:21])([F:22])[CH2:17][CH2:16]2)=[CH:5]1)=[O:30])([CH3:35])([CH3:33])[CH3:34]. The catalyst class is: 11. (2) Reactant: [OH-].[Na+].C([O:5][C:6]([CH:8]1[CH2:12][CH2:11][CH2:10][N:9]1[C:13](=[O:36])[CH2:14][O:15][C:16]1[CH:21]=[CH:20][CH:19]=[CH:18][C:17]=1[CH2:22][C:23]1[NH:24][C:25](=[O:35])[C:26]2[NH:31][N:30]=[C:29]([CH:32]([CH3:34])[CH3:33])[C:27]=2[N:28]=1)=[O:7])C.Cl. Product: [CH:32]([C:29]1[C:27]2[N:28]=[C:23]([CH2:22][C:17]3[CH:18]=[CH:19][CH:20]=[CH:21][C:16]=3[O:15][CH2:14][C:13]([N:9]3[CH2:10][CH2:11][CH2:12][CH:8]3[C:6]([OH:7])=[O:5])=[O:36])[NH:24][C:25](=[O:35])[C:26]=2[NH:31][N:30]=1)([CH3:34])[CH3:33]. The catalyst class is: 5. (3) Reactant: [OH:1][C:2]1[C:9]([O:10][CH3:11])=[CH:8][C:5]([CH:6]=[O:7])=[CH:4][C:3]=1[I:12].[C:13](OC(=O)C)(=[O:15])[CH3:14]. Product: [C:13]([O:1][C:2]1[C:9]([O:10][CH3:11])=[CH:8][C:5]([CH:6]=[O:7])=[CH:4][C:3]=1[I:12])(=[O:15])[CH3:14]. The catalyst class is: 561. (4) Reactant: [OH-:1].[Na+].[CH3:3][OH:4].[CH3:5][C:6]1[CH:7]=[C:8]([C:23]2[CH:24]=[CH:25][C:26]([C:29]3[N:30]=[N:31][N:32]([CH2:34][C:35]([O:37]C)=[O:36])[CH:33]=3)=[N:27][CH:28]=2)[CH:9]=[C:10]([NH:12][C:13]2[N:18]=[C:17]([C:19]([F:22])([F:21])[F:20])[CH:16]=[CH:15][N:14]=2)[CH:11]=1. Product: [CH3:5][C:6]1[CH:7]=[C:8]([C:23]2[CH:24]=[CH:25][C:26]([C:29]3[N:30]=[N:31][N:32]([CH2:34][C:35]([OH:37])=[O:36])[CH:33]=3)=[N:27][CH:28]=2)[CH:9]=[C:10]([NH:12][C:13]2[N:18]=[C:17]([C:19]([F:21])([F:20])[F:22])[CH:16]=[CH:15][N:14]=2)[CH:11]=1.[C:3]([OH:4])([C:19]([F:22])([F:21])[F:20])=[O:1]. The catalyst class is: 1. (5) Reactant: [CH3:1][N:2]1[C:6]2[CH2:7][CH2:8][CH2:9][CH2:10][C:5]=2[N:4]=[C:3]1S(C)(=O)=O.[CH2:15]([N:17]1[C:25]2[C:20](=[N:21][CH:22]=[CH:23][CH:24]=2)[N:19]([C:26]2[CH:31]=[CH:30][C:29]([OH:32])=[CH:28][CH:27]=2)[C:18]1=[O:33])[CH3:16].[H-].[Na+].O. Product: [CH2:15]([N:17]1[C:25]2[C:20](=[N:21][CH:22]=[CH:23][CH:24]=2)[N:19]([C:26]2[CH:27]=[CH:28][C:29]([O:32][C:3]3[N:2]([CH3:1])[C:6]4[CH2:7][CH2:8][CH2:9][CH2:10][C:5]=4[N:4]=3)=[CH:30][CH:31]=2)[C:18]1=[O:33])[CH3:16]. The catalyst class is: 44. (6) The catalyst class is: 1. Product: [CH2:29]([C:21]1[N:20]([CH3:19])[C:24]2[CH:25]=[CH:26][CH:27]=[CH:28][C:23]=2[N:22]=1)[CH2:30][C:31]#[CH:32]. Reactant: CCCC[N+](CCCC)(CCCC)CCCC.[F-].[CH3:19][N:20]1[C:24]2[CH:25]=[CH:26][CH:27]=[CH:28][C:23]=2[N:22]=[C:21]1[CH2:29][CH2:30][C:31]#[C:32][Si](C)(C)C.O. (7) Reactant: [Br:1][C:2]1[CH:14]=[CH:13][C:12]2[C:11]3[C:6](=[CH:7][CH:8]=[CH:9][CH:10]=3)[CH2:5][C:4]=2[CH:3]=1.[OH-:15].C[N+](C)(C)C. Product: [Br:1][C:2]1[CH:14]=[CH:13][C:12]2[C:11]3[C:6](=[CH:7][CH:8]=[CH:9][CH:10]=3)[C:5](=[O:15])[C:4]=2[CH:3]=1. The catalyst class is: 858.